Dataset: Reaction yield outcomes from USPTO patents with 853,638 reactions. Task: Predict the reaction yield, written as a fraction of the theoretical maximum amount of product (1.0 means a 100% yield; for example, 0.34 means a 34% yield). (1) The reactants are [OH:1][CH:2]1[CH2:7][C@@H:6]([C:8]2[CH:13]=[CH:12][CH:11]=[CH:10][CH:9]=2)[O:5][C@@H:4]([C:14]2[CH:23]=[CH:22][C:17]([C:18]([O:20][CH3:21])=[O:19])=[CH:16][CH:15]=2)[CH2:3]1.[Cr](Cl)([O-])(=O)=O.[NH+]1C=CC=CC=1. The catalyst is C(Cl)Cl. The product is [O:1]=[C:2]1[CH2:7][C@@H:6]([C:8]2[CH:9]=[CH:10][CH:11]=[CH:12][CH:13]=2)[O:5][C@@H:4]([C:14]2[CH:15]=[CH:16][C:17]([C:18]([O:20][CH3:21])=[O:19])=[CH:22][CH:23]=2)[CH2:3]1. The yield is 0.810. (2) The reactants are [CH:1]1([O:6][C:7](=[O:33])[C@@H:8]([NH:16][CH2:17][C:18]2[CH:23]=[CH:22][C:21]([CH2:24][NH:25]C(OC(C)(C)C)=O)=[CH:20][CH:19]=2)[CH2:9][C:10]2[CH:15]=[CH:14][CH:13]=[CH:12][CH:11]=2)[CH2:5][CH2:4][CH2:3][CH2:2]1.Cl.O1CCOCC1. No catalyst specified. The product is [CH:1]1([O:6][C:7](=[O:33])[C@@H:8]([NH:16][CH2:17][C:18]2[CH:19]=[CH:20][C:21]([CH2:24][NH2:25])=[CH:22][CH:23]=2)[CH2:9][C:10]2[CH:15]=[CH:14][CH:13]=[CH:12][CH:11]=2)[CH2:2][CH2:3][CH2:4][CH2:5]1. The yield is 0.790. (3) The reactants are Br[C:2]1[CH:10]=[CH:9][CH:8]=[C:7]2[C:3]=1[CH2:4][N:5]([C:11]([O:13][C:14]([CH3:17])([CH3:16])[CH3:15])=[O:12])[CH2:6]2.[CH3:18][C:19]1([CH3:35])[C:23]([CH3:25])([CH3:24])[O:22][B:21]([B:21]2[O:22][C:23]([CH3:25])([CH3:24])[C:19]([CH3:35])([CH3:18])[O:20]2)[O:20]1.C(O[K])(C)=O. The catalyst is O1CCOCC1.C1C=CC(P(C2C=CC=CC=2)[C-]2C=CC=C2)=CC=1.C1C=CC(P(C2C=CC=CC=2)[C-]2C=CC=C2)=CC=1.Cl[Pd]Cl.[Fe+2]. The product is [CH3:18][C:19]1([CH3:35])[C:23]([CH3:25])([CH3:24])[O:22][B:21]([C:2]2[CH:10]=[CH:9][CH:8]=[C:7]3[C:3]=2[CH2:4][N:5]([C:11]([O:13][C:14]([CH3:17])([CH3:16])[CH3:15])=[O:12])[CH2:6]3)[O:20]1. The yield is 1.03. (4) The reactants are Br[C:2]1[C:10]2[O:9][CH2:8][C@@H:7]([N:11]([C:26](=[O:31])[C:27]([F:30])([F:29])[F:28])[C:12]3[CH:25]=[CH:24][C:15]4[C@H:16]([CH2:19][C:20]([O:22][CH3:23])=[O:21])[CH2:17][O:18][C:14]=4[CH:13]=3)[C:6]=2[CH:5]=[CH:4][CH:3]=1.[NH2:32][C:33]1[CH:40]=[CH:39][C:36]([C:37]#[N:38])=[CH:35][C:34]=1[F:41].C1(P(C2C=CC=CC=2)C2C3OC4C(=CC=CC=4P(C4C=CC=CC=4)C4C=CC=CC=4)C(C)(C)C=3C=CC=2)C=CC=CC=1.C(=O)([O-])[O-].[Cs+].[Cs+]. The catalyst is C1(C)C=CC=CC=1.C1C=CC(/C=C/C(/C=C/C2C=CC=CC=2)=O)=CC=1.C1C=CC(/C=C/C(/C=C/C2C=CC=CC=2)=O)=CC=1.C1C=CC(/C=C/C(/C=C/C2C=CC=CC=2)=O)=CC=1.[Pd].[Pd]. The product is [C:37]([C:36]1[CH:39]=[CH:40][C:33]([NH:32][C:2]2[C:10]3[O:9][CH2:8][C@@H:7]([N:11]([C:26](=[O:31])[C:27]([F:30])([F:29])[F:28])[C:12]4[CH:25]=[CH:24][C:15]5[C@H:16]([CH2:19][C:20]([O:22][CH3:23])=[O:21])[CH2:17][O:18][C:14]=5[CH:13]=4)[C:6]=3[CH:5]=[CH:4][CH:3]=2)=[C:34]([F:41])[CH:35]=1)#[N:38]. The yield is 0.480. (5) The reactants are CCN(CC)CC.[NH2:8][C:9]1[CH:14]=[C:13]([Br:15])[CH:12]=[CH:11][C:10]=1[OH:16].Cl[CH2:18][C:19](Cl)=[O:20].[H-].[Na+]. The catalyst is C1COCC1. The product is [Br:15][C:13]1[CH:12]=[CH:11][C:10]2[O:16][CH2:18][C:19](=[O:20])[NH:8][C:9]=2[CH:14]=1. The yield is 0.700. (6) The reactants are Cl.Cl.[CH3:3][C@H:4]1[C:12]2[C:11]([N:13]3[CH2:18][CH2:17][NH:16][CH2:15][CH2:14]3)=[N:10][CH:9]=[N:8][C:7]=2[C@H:6]([OH:19])[CH2:5]1.[C:20]([NH:24][CH2:25][CH:26]([C:30]1[CH:35]=[CH:34][C:33]([Cl:36])=[CH:32][CH:31]=1)[C:27]([O-])=[O:28])([CH3:23])([CH3:22])[CH3:21].[K+].CCN(C(C)C)C(C)C.CN(C(ON1N=NC2C=CC=CC1=2)=[N+](C)C)C.F[P-](F)(F)(F)(F)F. The catalyst is CN(C=O)C. The product is [C:20]([NH:24][CH2:25][CH:26]([C:30]1[CH:35]=[CH:34][C:33]([Cl:36])=[CH:32][CH:31]=1)[C:27]([N:16]1[CH2:15][CH2:14][N:13]([C:11]2[C:12]3[C@H:4]([CH3:3])[CH2:5][C@@H:6]([OH:19])[C:7]=3[N:8]=[CH:9][N:10]=2)[CH2:18][CH2:17]1)=[O:28])([CH3:23])([CH3:21])[CH3:22]. The yield is 0.410. (7) The product is [CH3:1][C:2]1[C:6]([CH2:7][N:8]2[CH:12]=[C:11]([N:13]3[C:17](=[O:18])[CH2:16][N:15]([CH2:19][C:20]4[CH:21]=[C:22]([CH:26]=[CH:27][CH:28]=4)[C:23]([NH:33][CH3:31])=[O:25])[C:14]3=[O:29])[CH:10]=[N:9]2)=[C:5]([CH3:30])[O:4][N:3]=1. The reactants are [CH3:1][C:2]1[C:6]([CH2:7][N:8]2[CH:12]=[C:11]([N:13]3[C:17](=[O:18])[CH2:16][N:15]([CH2:19][C:20]4[CH:21]=[C:22]([CH:26]=[CH:27][CH:28]=4)[C:23]([OH:25])=O)[C:14]3=[O:29])[CH:10]=[N:9]2)=[C:5]([CH3:30])[O:4][N:3]=1.[CH2:31]([N:33](CC)CC)C.C(Cl)CCl. The catalyst is C(#N)C.Cl. The yield is 0.250.